From a dataset of Forward reaction prediction with 1.9M reactions from USPTO patents (1976-2016). Predict the product of the given reaction. (1) Given the reactants [OH:1][C:2]1[C:7]([OH:8])=[CH:6][CH:5]=[CH:4][N:3]=1.[CH3:9][O:10][C:11]1[CH:17]=[CH:16][C:14]([NH2:15])=[CH:13][CH:12]=1, predict the reaction product. The product is: [CH3:9][O:10][C:11]1[CH:17]=[CH:16][C:14]([NH:15][C:5]2[C:4]([NH:15][C:14]3[CH:16]=[CH:17][C:11]([O:10][CH3:9])=[CH:12][CH:13]=3)=[N:3][C:2](=[O:1])[C:7](=[O:8])[CH:6]=2)=[CH:13][CH:12]=1. (2) Given the reactants [CH:1]1[C:10]2[C:5](=[CH:6][CH:7]=[C:8]([OH:11])[CH:9]=2)[CH:4]=[CH:3][C:2]=1[OH:12].N1C=CC=CC=1.[F:19][C:20]([F:33])([F:32])[S:21](O[S:21]([C:20]([F:33])([F:32])[F:19])(=[O:23])=[O:22])(=[O:23])=[O:22], predict the reaction product. The product is: [F:19][C:20]([F:33])([F:32])[S:21]([O:12][C:2]1[CH:3]=[CH:4][C:5]2[C:10](=[CH:9][C:8]([O:11][S:21]([C:20]([F:19])([F:32])[F:33])(=[O:22])=[O:23])=[CH:7][CH:6]=2)[CH:1]=1)(=[O:23])=[O:22]. (3) Given the reactants [C:1]([O:5][C:6](=[O:13])[NH:7][CH:8]1[CH2:11][C:10](=[O:12])[CH2:9]1)([CH3:4])([CH3:3])[CH3:2].[BH4-].[Na+], predict the reaction product. The product is: [C:1]([O:5][C:6](=[O:13])[NH:7][CH:8]1[CH2:11][CH:10]([OH:12])[CH2:9]1)([CH3:4])([CH3:2])[CH3:3]. (4) Given the reactants [OH-].[Na+].[C:3]1([S:9]([CH2:12][C:13]2[C:18]([C:19]([O:21][C:22]([CH3:25])([CH3:24])[CH3:23])=[O:20])=[C:17](OCC(=O)N)[C:16]([Br:31])=[CH:15][CH:14]=2)(=[O:11])=[O:10])[CH:8]=[CH:7][CH:6]=[CH:5][CH:4]=1.[C:32](OCC)(=[O:34])C.C(=O)([O-])O.[Na+].C[N:44]([CH:46]=[O:47])C, predict the reaction product. The product is: [C:3]1([S:9]([CH2:12][C:13]2[C:18]([C:19]([O:21][C:22]([CH3:25])([CH3:24])[CH3:23])=[O:20])=[C:17]([NH:44][C:46](=[O:47])[CH2:32][OH:34])[C:16]([Br:31])=[CH:15][CH:14]=2)(=[O:10])=[O:11])[CH:4]=[CH:5][CH:6]=[CH:7][CH:8]=1. (5) Given the reactants Br[C:2]1[CH:3]=[C:4]([NH:10][C:11]2[CH:19]=[C:14]3[CH2:15][O:16][CH2:17][CH2:18][N:13]3[N:12]=2)[C:5](=[O:9])[N:6]([CH3:8])[CH:7]=1.[C:20]([O:23][CH2:24][C:25]1[C:30](B2OC(C)(C)C(C)(C)O2)=[CH:29][CH:28]=[CH:27][C:26]=1[N:40]1[CH2:45][CH2:44][C:43]2[C:46]3[CH2:52][CH2:51][CH2:50][CH2:49][C:47]=3[S:48][C:42]=2[C:41]1=[O:53])(=[O:22])[CH3:21].[O-]P([O-])([O-])=O.[K+].[K+].[K+].[C:62]([O-])(=O)C.[Na+], predict the reaction product. The product is: [C:20]([O:23][CH2:24][C:25]1[C:26]([N:40]2[C:41](=[O:53])[C:42]3[S:48][C:47]4[CH2:49][CH2:50][CH2:51][CH2:52][C:46]=4[C:43]=3[CH2:44][CH2:45]2)=[CH:27][CH:28]=[CH:29][C:30]=1[C:2]1[CH:3]=[C:4]([NH:10][C:11]2[CH:19]=[C:14]3[N:13]([N:12]=2)[CH2:18][CH2:17][O:16][CH2:15]3)[C:5](=[O:9])[N:6]([CH2:8][CH3:62])[CH:7]=1)(=[O:22])[CH3:21]. (6) Given the reactants [CH2:1]([O:3][C:4](=[O:18])[C:5]([O:8][C:9]1[CH:14]=[CH:13][CH:12]=[C:11]([CH2:15][CH2:16][NH2:17])[CH:10]=1)([CH3:7])[CH3:6])[CH3:2].[CH:19]1([C:22]2[C:27]([C:28](O)=[O:29])=[CH:26][N:25]=[C:24]([C:31]3[CH:36]=[CH:35][C:34]([C:37]([F:40])([F:39])[F:38])=[CH:33][CH:32]=3)[N:23]=2)[CH2:21][CH2:20]1, predict the reaction product. The product is: [CH2:1]([O:3][C:4](=[O:18])[C:5]([O:8][C:9]1[CH:14]=[CH:13][CH:12]=[C:11]([CH2:15][CH2:16][NH:17][C:28]([C:27]2[C:22]([CH:19]3[CH2:21][CH2:20]3)=[N:23][C:24]([C:31]3[CH:32]=[CH:33][C:34]([C:37]([F:39])([F:40])[F:38])=[CH:35][CH:36]=3)=[N:25][CH:26]=2)=[O:29])[CH:10]=1)([CH3:7])[CH3:6])[CH3:2].